The task is: Predict the reactants needed to synthesize the given product.. This data is from Full USPTO retrosynthesis dataset with 1.9M reactions from patents (1976-2016). (1) Given the product [CH3:18][C:16]1([CH3:19])[C:15]([CH3:20])([CH3:21])[O:14][B:13]([C:10]2[CH:9]=[CH:8][C:7]([P:3](=[O:2])([OH:6])[OH:4])=[CH:12][CH:11]=2)[O:17]1, predict the reactants needed to synthesize it. The reactants are: C[O:2][P:3]([C:7]1[CH:12]=[CH:11][C:10]([B:13]2[O:17][C:16]([CH3:19])([CH3:18])[C:15]([CH3:21])([CH3:20])[O:14]2)=[CH:9][CH:8]=1)(=[O:6])[O:4]C.Br[Si](C)(C)C.O. (2) The reactants are: [Cl:1][C:2]1[C:3]([N:12]2[CH:16]=[C:15]([CH2:17][CH2:18][CH2:19][O:20][C:21]3[C:26]([CH2:27][CH3:28])=[CH:25][CH:24]=[CH:23][C:22]=3[CH2:29][C:30]([O:32]C)=[O:31])[C:14]([CH:34]([CH3:36])[CH3:35])=[N:13]2)=[N:4][CH:5]=[C:6]([C:8]([F:11])([F:10])[F:9])[CH:7]=1.[OH-].[Na+].O1CCCC1.Cl. Given the product [Cl:1][C:2]1[C:3]([N:12]2[CH:16]=[C:15]([CH2:17][CH2:18][CH2:19][O:20][C:21]3[C:26]([CH2:27][CH3:28])=[CH:25][CH:24]=[CH:23][C:22]=3[CH2:29][C:30]([OH:32])=[O:31])[C:14]([CH:34]([CH3:35])[CH3:36])=[N:13]2)=[N:4][CH:5]=[C:6]([C:8]([F:10])([F:11])[F:9])[CH:7]=1, predict the reactants needed to synthesize it. (3) Given the product [CH3:1][O:2][C:3]([C:5]1[CH2:6][N:7]([C:21]([O:23][C:24]([CH3:27])([CH3:26])[CH3:25])=[O:22])[CH2:8][CH2:9][C:10]=1[C:11]1[CH:16]=[CH:15][C:14]([CH2:17][CH2:18][CH2:19][O:20][C:34]2[CH:33]=[C:32]([F:35])[CH:31]=[CH:30][C:29]=2[Br:28])=[CH:13][CH:12]=1)=[O:4], predict the reactants needed to synthesize it. The reactants are: [CH3:1][O:2][C:3]([C:5]1[CH2:6][N:7]([C:21]([O:23][C:24]([CH3:27])([CH3:26])[CH3:25])=[O:22])[CH2:8][CH2:9][C:10]=1[C:11]1[CH:16]=[CH:15][C:14]([CH2:17][CH2:18][CH2:19][OH:20])=[CH:13][CH:12]=1)=[O:4].[Br:28][C:29]1[CH:34]=[CH:33][C:32]([F:35])=[CH:31][C:30]=1O.C(P(CCCC)CCCC)CCC.CCN(C(C)C)C(C)C.